This data is from Forward reaction prediction with 1.9M reactions from USPTO patents (1976-2016). The task is: Predict the product of the given reaction. (1) Given the reactants [CH3:1][O:2][C:3]1[CH:4]=[CH:5][C:6]([O:30]COC)=[C:7](/[CH:9]=[CH:10]/[C:11](=[O:29])[CH2:12][C:13](=[O:28])/[CH:14]=[CH:15]/[C:16]2[CH:21]=[C:20]([O:22][CH3:23])[CH:19]=[CH:18][C:17]=2[O:24][CH2:25][O:26][CH3:27])[CH:8]=1.FC(F)(F)C(O)=O.C([O-])(O)=O.[Na+], predict the reaction product. The product is: [OH:24][C:17]1[CH:18]=[CH:19][C:20]([O:22][CH3:23])=[CH:21][C:16]=1/[CH:15]=[CH:14]/[C:13](=[O:28])[CH2:12][C:11](=[O:29])/[CH:10]=[CH:9]/[C:7]1[CH:8]=[C:3]([O:2][CH3:1])[CH:4]=[CH:5][C:6]=1[OH:30].[OH:30][C:6]1[CH:5]=[CH:4][C:3]([O:2][CH3:1])=[CH:8][C:7]=1/[CH:9]=[CH:10]/[C:11](=[O:29])[CH2:12][C:13](=[O:28])/[CH:14]=[CH:15]/[C:16]1[CH:21]=[C:20]([O:22][CH3:23])[CH:19]=[CH:18][C:17]=1[O:24][CH2:25][O:26][CH3:27]. (2) The product is: [CH2:10]([O:17][CH2:18][C:19]1[NH:8][C:7]2[CH:6]=[CH:5][CH:4]=[C:3]([OH:9])[C:2]=2[N:1]=1)[C:11]1[CH:16]=[CH:15][CH:14]=[CH:13][CH:12]=1. Given the reactants [NH2:1][C:2]1[C:7]([NH2:8])=[CH:6][CH:5]=[CH:4][C:3]=1[OH:9].[CH2:10]([O:17][CH2:18][C:19](O)=O)[C:11]1[CH:16]=[CH:15][CH:14]=[CH:13][CH:12]=1.C(=O)(O)[O-].[Na+], predict the reaction product. (3) Given the reactants [NH2:1][C:2]1[S:6][C:5]2[CH:7]3[O:12][CH:10]([CH2:11][C:4]=2[C:3]=1[C:13]([O:15][CH2:16][CH2:17][CH3:18])=[O:14])[CH2:9][CH2:8]3.[F:19][C:20]1[CH:28]=[CH:27][CH:26]=[C:25]([C:29]([F:32])([F:31])[F:30])[C:21]=1[C:22](Cl)=[O:23], predict the reaction product. The product is: [F:19][C:20]1[CH:28]=[CH:27][CH:26]=[C:25]([C:29]([F:30])([F:31])[F:32])[C:21]=1[C:22]([NH:1][C:2]1[S:6][C:5]2[CH:7]3[O:12][CH:10]([CH2:11][C:4]=2[C:3]=1[C:13]([O:15][CH2:16][CH2:17][CH3:18])=[O:14])[CH2:9][CH2:8]3)=[O:23]. (4) Given the reactants [CH3:1][N:2]([CH3:18])[C:3]1[C:8]([CH3:9])=[CH:7][N:6]=[C:5]([NH:10][C@@H:11]2[CH2:16][CH2:15][C@H:14]([NH2:17])[CH2:13][CH2:12]2)[N:4]=1.[Br:19][CH2:20][C:21](Br)=[O:22].CCN(C(C)C)C(C)C, predict the reaction product. The product is: [CH3:18][N:2]([CH3:1])[C:3]1[C:8]([CH3:9])=[CH:7][N:6]=[C:5]([NH:10][C@@H:11]2[CH2:16][CH2:15][C@H:14]([NH:17][C:21](=[O:22])[CH2:20][Br:19])[CH2:13][CH2:12]2)[N:4]=1. (5) Given the reactants [CH2:1]([O:8][C@H:9]1[C@H:14]([O:15][CH2:16][C:17]2[CH:22]=[CH:21][CH:20]=[CH:19][CH:18]=2)[C@@H:13]([CH2:23][O:24][CH2:25][C:26]2[CH:31]=[CH:30][CH:29]=[CH:28][CH:27]=2)[O:12][C@@H:11]([O:32][C@H:33]2[C@@H:42]([O:43][CH2:44][C:45]3[CH:50]=[CH:49][CH:48]=[CH:47][CH:46]=3)[C@H:41]([O:51][CH2:52][C:53]3[CH:58]=[CH:57][CH:56]=[CH:55][CH:54]=3)[C@@H:40]([CH2:59][O:60][CH2:61][C:62]3[CH:67]=[CH:66][CH:65]=[CH:64][CH:63]=3)[O:39][C@H:34]2[O:35][CH2:36][CH:37]=[CH2:38])[C@@H:10]1[OH:68])[C:2]1[CH:7]=[CH:6][CH:5]=[CH:4][CH:3]=1.CCC(C)[BH-](C(C)CC)C(C)CC.[Li+], predict the reaction product. The product is: [CH2:1]([O:8][C@H:9]1[C@H:14]([O:15][CH2:16][C:17]2[CH:22]=[CH:21][CH:20]=[CH:19][CH:18]=2)[C@@H:13]([CH2:23][O:24][CH2:25][C:26]2[CH:31]=[CH:30][CH:29]=[CH:28][CH:27]=2)[O:12][C@@H:11]([O:32][C@H:33]2[C@@H:42]([O:43][CH2:44][C:45]3[CH:50]=[CH:49][CH:48]=[CH:47][CH:46]=3)[C@H:41]([O:51][CH2:52][C:53]3[CH:54]=[CH:55][CH:56]=[CH:57][CH:58]=3)[C@@H:40]([CH2:59][O:60][CH2:61][C:62]3[CH:63]=[CH:64][CH:65]=[CH:66][CH:67]=3)[O:39][C@H:34]2[O:35][CH2:36][CH:37]=[CH2:38])[C@H:10]1[OH:68])[C:2]1[CH:7]=[CH:6][CH:5]=[CH:4][CH:3]=1. (6) Given the reactants [CH3:1][CH:2]1[O:7][CH:6]([CH3:8])[CH2:5][N:4]([C:9]2[C:16]([F:17])=[C:15]([F:18])[C:14](B3OC(C)(C)C(C)(C)O3)=[CH:13][C:10]=2[CH:11]=[O:12])[CH2:3]1.I[C:29]1[CH:34]=[N:33][CH:32]=[CH:31][N:30]=1.C(=O)([O-])[O-].[Na+].[Na+], predict the reaction product. The product is: [CH3:8][CH:6]1[O:7][CH:2]([CH3:1])[CH2:3][N:4]([C:9]2[C:16]([F:17])=[C:15]([F:18])[C:14]([C:29]3[CH:34]=[N:33][CH:32]=[CH:31][N:30]=3)=[CH:13][C:10]=2[CH:11]=[O:12])[CH2:5]1. (7) Given the reactants [C:1]([NH:4][CH2:5][C@@H:6]1[O:10][C:9](=[O:11])[N:8]([C:12]2[CH:17]=[CH:16][C:15]([C:18]([O:20][C:21]3C(F)=C(F)C(F)=C(F)C=3F)=[O:19])=[C:14]([F:32])[CH:13]=2)[CH2:7]1)(=[S:3])[CH3:2].C[O-].[Na+], predict the reaction product. The product is: [C:1]([NH:4][CH2:5][C@@H:6]1[O:10][C:9](=[O:11])[N:8]([C:12]2[CH:17]=[CH:16][C:15]([C:18]([O:20][CH3:21])=[O:19])=[C:14]([F:32])[CH:13]=2)[CH2:7]1)(=[S:3])[CH3:2]. (8) Given the reactants [CH3:1][O:2][P:3]([CH2:7][C:8](=[O:29])[CH:9]([N:14]([CH2:22][C:23]1[CH:28]=[CH:27][CH:26]=[CH:25][CH:24]=1)[CH2:15][C:16]1[CH:21]=[CH:20][CH:19]=[CH:18][CH:17]=1)[CH2:10][CH:11]([CH3:13])[CH3:12])(=[O:6])[O:4][CH3:5].C1COCC1.[BH4-].[Na+].Cl, predict the reaction product. The product is: [CH3:1][O:2][P:3]([CH2:7][CH:8]([OH:29])[CH:9]([N:14]([CH2:22][C:23]1[CH:24]=[CH:25][CH:26]=[CH:27][CH:28]=1)[CH2:15][C:16]1[CH:21]=[CH:20][CH:19]=[CH:18][CH:17]=1)[CH2:10][CH:11]([CH3:13])[CH3:12])(=[O:6])[O:4][CH3:5]. (9) The product is: [C:1]([C:3]1[CH:4]=[C:5]([CH2:9][C:10]([O:12][CH2:13][CH3:14])=[O:11])[CH:6]=[CH:7][CH:8]=1)#[N:2]. Given the reactants [C:1]([C:3]1[CH:4]=[C:5]([CH2:9][C:10]([O:12][C:13](C)(C)[CH3:14])=[O:11])[CH:6]=[CH:7][CH:8]=1)#[N:2].Cl.O1CCOCC1, predict the reaction product.